Dataset: Reaction yield outcomes from USPTO patents with 853,638 reactions. Task: Predict the reaction yield, written as a fraction of the theoretical maximum amount of product (1.0 means a 100% yield; for example, 0.34 means a 34% yield). (1) The reactants are [OH:1][CH2:2][CH2:3][CH:4]1[CH2:8][CH2:7][CH2:6][N:5]1[C:9]([O:11][C:12]([CH3:15])([CH3:14])[CH3:13])=[O:10].C1(P(C2C=CC=CC=2)C2C=CC=CC=2)C=CC=CC=1.N(C(OCC)=O)=NC(OCC)=O.[CH3:47][N:48]1[CH:52]=[CH:51][C:50]([NH:53][C:54]2[C:63]3[C:58](=[CH:59][CH:60]=[C:61]([O:64][C:65]4[N:70]=[CH:69][C:68](O)=[CH:67][CH:66]=4)[CH:62]=3)[N:57]=[CH:56][N:55]=2)=[N:49]1. The catalyst is C(Cl)(Cl)Cl.O1CCCC1. The product is [CH3:47][N:48]1[CH:52]=[CH:51][C:50]([NH:53][C:54]2[C:63]3[C:58](=[CH:59][CH:60]=[C:61]([O:64][C:65]4[N:70]=[CH:69][C:68]([O:1][CH2:2][CH2:3][CH:4]5[CH2:8][CH2:7][CH2:6][N:5]5[C:9]([O:11][C:12]([CH3:15])([CH3:14])[CH3:13])=[O:10])=[CH:67][CH:66]=4)[CH:62]=3)[N:57]=[CH:56][N:55]=2)=[N:49]1. The yield is 0.905. (2) The reactants are Br.[NH2:2][C:3]1[C:8]([CH2:9]Br)=[CH:7][C:6]([Br:11])=[CH:5][N:4]=1.[CH3:12][NH2:13]. The catalyst is C1COCC1. The product is [NH2:2][C:3]1[C:8]([CH2:9][NH:13][CH3:12])=[CH:7][C:6]([Br:11])=[CH:5][N:4]=1. The yield is 0.800. (3) The reactants are Cl[C:2]1[C:3]([NH:18][C:19]2[CH:23]=[C:22]([O:24][CH3:25])[NH:21][N:20]=2)=[N:4][C:5]([NH:8][C@H:9]([C:11]2[N:16]=[CH:15][C:14]([F:17])=[CH:13][N:12]=2)[CH3:10])=[N:6][CH:7]=1.[Br:26]C1C(NC2C=C(OC)NN=2)=NC(Cl)=NC=1.CCN(C(C)C)C(C)C. The catalyst is CCCCO. The product is [Br:26][C:2]1[C:3]([NH:18][C:19]2[CH:23]=[C:22]([O:24][CH3:25])[NH:21][N:20]=2)=[N:4][C:5]([NH:8][C@H:9]([C:11]2[N:16]=[CH:15][C:14]([F:17])=[CH:13][N:12]=2)[CH3:10])=[N:6][CH:7]=1. The yield is 0.330. (4) The reactants are [CH:1]1([CH:4]([OH:16])[CH2:5][NH:6][C:7]([C:9]2[N:10]=[N:11][C:12](Cl)=[CH:13][CH:14]=2)=[O:8])[CH2:3][CH2:2]1.N12CCCN=C1CCCCC2.[N:28]1([C:34]([C:36]2[CH:41]=[CH:40][CH:39]=[CH:38][C:37]=2[C:42]([F:45])([F:44])[F:43])=[O:35])[CH2:33][CH2:32][NH:31][CH2:30][CH2:29]1.O. The catalyst is CN(C=O)C.[N+](CCCC)(CCCC)(CCCC)CCCC.[I-]. The product is [CH:1]1([CH:4]([OH:16])[CH2:5][NH:6][C:7]([C:9]2[N:10]=[N:11][C:12]([N:31]3[CH2:32][CH2:33][N:28]([C:34](=[O:35])[C:36]4[CH:41]=[CH:40][CH:39]=[CH:38][C:37]=4[C:42]([F:45])([F:43])[F:44])[CH2:29][CH2:30]3)=[CH:13][CH:14]=2)=[O:8])[CH2:3][CH2:2]1. The yield is 0.320. (5) The reactants are [C:1]([O:5][C:6]([NH:8][C@@:9]([C:24]([O:26][CH2:27][CH3:28])=[O:25])([C:21](O)=[O:22])[CH2:10][C:11]([O:13][CH2:14][C:15]1[CH:20]=[CH:19][CH:18]=[CH:17][CH:16]=1)=[O:12])=[O:7])([CH3:4])([CH3:3])[CH3:2].ClC(OCC(C)C)=O.[NH3:37].Cl. The catalyst is C1COCC1.C(N(CC)CC)C. The product is [C:1]([O:5][C:6]([NH:8][C@:9]([C:21](=[O:22])[NH2:37])([C:24]([O:26][CH2:27][CH3:28])=[O:25])[CH2:10][C:11]([O:13][CH2:14][C:15]1[CH:20]=[CH:19][CH:18]=[CH:17][CH:16]=1)=[O:12])=[O:7])([CH3:4])([CH3:3])[CH3:2]. The yield is 0.550. (6) The reactants are [CH3:1][C:2]1([CH3:14])[O:7][CH2:6][C:5]2=[CH:8][C:9]([N+:11]([O-])=O)=[N:10][N:4]2[CH2:3]1. The catalyst is [Pd].CO. The product is [CH3:1][C:2]1([CH3:14])[O:7][CH2:6][C:5]2=[CH:8][C:9]([NH2:11])=[N:10][N:4]2[CH2:3]1. The yield is 0.930. (7) The reactants are [NH2:1][C:2]1[C:7]2[N:8]([CH3:15])[CH2:9][CH2:10][N:11]([CH3:14])[C:12](=[O:13])[C:6]=2[CH:5]=[CH:4][CH:3]=1.Cl[C:17]1[N:22]=[C:21]([NH:23][C:24]2[CH:29]=[CH:28][CH:27]=[CH:26][C:25]=2[S:30]([NH:33][CH3:34])(=[O:32])=[O:31])[C:20]([Cl:35])=[CH:19][N:18]=1.Cl. The catalyst is C(O)(C)C.O1CCOCC1.C(Cl)Cl. The product is [Cl:35][C:20]1[C:21]([NH:23][C:24]2[CH:29]=[CH:28][CH:27]=[CH:26][C:25]=2[S:30]([NH:33][CH3:34])(=[O:32])=[O:31])=[N:22][C:17]([NH:1][C:2]2[C:7]3[N:8]([CH3:15])[CH2:9][CH2:10][N:11]([CH3:14])[C:12](=[O:13])[C:6]=3[CH:5]=[CH:4][CH:3]=2)=[N:18][CH:19]=1. The yield is 0.530. (8) The reactants are C(OC(=O)[NH:7][C:8]([C:11](=[O:16])[N:12]([O:14][CH3:15])[CH3:13])([CH3:10])[CH3:9])(C)(C)C.C(O)(C(F)(F)F)=O. The catalyst is C(O)(C(F)(F)F)=O.C(Cl)Cl. The product is [NH2:7][C:8]([CH3:10])([CH3:9])[C:11]([N:12]([O:14][CH3:15])[CH3:13])=[O:16]. The yield is 1.00.